This data is from Reaction yield outcomes from USPTO patents with 853,638 reactions. The task is: Predict the reaction yield, written as a fraction of the theoretical maximum amount of product (1.0 means a 100% yield; for example, 0.34 means a 34% yield). (1) The reactants are [CH2:1]([N:8]1[CH2:13][CH2:12][N:11]([C:14]2[CH:15]=[C:16]([NH2:22])[CH:17]=[CH:18][C:19]=2[O:20][CH3:21])[CH2:10][CH2:9]1)[C:2]1[CH:7]=[CH:6]C=CC=1.[Cl:23][C:24]1[CH:25]=[CH:26][C:27]2[S:31][C:30]([S:32](Cl)(=[O:34])=[O:33])=[C:29]([CH3:36])[C:28]=2[CH:37]=1. The catalyst is CC(C)=O. The product is [CH:2]1([CH2:1][N:8]2[CH2:9][CH2:10][N:11]([C:14]3[CH:15]=[C:16]([NH:22][S:32]([C:30]4[S:31][C:27]5[CH:26]=[CH:25][C:24]([Cl:23])=[CH:37][C:28]=5[C:29]=4[CH3:36])(=[O:34])=[O:33])[CH:17]=[CH:18][C:19]=3[O:20][CH3:21])[CH2:12][CH2:13]2)[CH2:7][CH2:6]1. The yield is 0.420. (2) The reactants are [N:1]1([C:7]2[N:12]=[C:11]([N:13]3[CH:18]4[CH2:19][CH2:20][CH:14]3[CH2:15][O:16][CH2:17]4)[N:10]=[C:9]([C:21]3[CH:27]=[CH:26][C:24]([NH2:25])=[CH:23][CH:22]=3)[N:8]=2)[CH2:6][CH2:5][O:4][CH2:3][CH2:2]1.ClC(Cl)(O[C:32](=[O:38])OC(Cl)(Cl)Cl)Cl.[NH2:40][C:41]1[CH:49]=[CH:48][C:44]([CH2:45][CH2:46][OH:47])=[CH:43][CH:42]=1. No catalyst specified. The product is [OH:47][CH2:46][CH2:45][C:44]1[CH:48]=[CH:49][C:41]([NH:40][C:32]([NH:25][C:24]2[CH:26]=[CH:27][C:21]([C:9]3[N:8]=[C:7]([N:1]4[CH2:2][CH2:3][O:4][CH2:5][CH2:6]4)[N:12]=[C:11]([N:13]4[CH:14]5[CH2:20][CH2:19][CH:18]4[CH2:17][O:16][CH2:15]5)[N:10]=3)=[CH:22][CH:23]=2)=[O:38])=[CH:42][CH:43]=1. The yield is 0.330.